From a dataset of Reaction yield outcomes from USPTO patents with 853,638 reactions. Predict the reaction yield, written as a fraction of the theoretical maximum amount of product (1.0 means a 100% yield; for example, 0.34 means a 34% yield). (1) The reactants are C(OC[N:10]1[C:18]2[C:17]([NH2:19])=[N:16][CH:15]=[N:14][C:13]=2[C:12]([CH2:20][NH:21][CH2:22][CH:23]2[CH2:28][O:27]C(C)(C)[O:25][CH:24]2[CH2:31][S:32][CH3:33])=[CH:11]1)C1C=CC=CC=1.C(O)(C(F)(F)F)=O.O.O.NN. The catalyst is [Pd]. The product is [NH2:19][C:17]1[C:18]2[NH:10][CH:11]=[C:12]([CH2:20][NH:21][CH2:22][CH:23]([CH:24]([OH:25])[CH2:31][S:32][CH3:33])[CH2:28][OH:27])[C:13]=2[N:14]=[CH:15][N:16]=1. The yield is 0.620. (2) The reactants are [N+:1]([C:4]1[CH:13]=[C:12]2[C:7]([CH2:8][CH2:9][CH2:10][C:11]2=O)=[CH:6][CH:5]=1)([O-:3])=[O:2].[Cl-].[NH4+].C([N:19](CC)CC)C.[BH4-].[Na+].N. The catalyst is C(O)C.CC(C)[O-].CC(C)[O-].CC(C)[O-].CC(C)[O-].[Ti+4]. The product is [N+:1]([C:4]1[CH:13]=[C:12]2[C:7]([CH2:8][CH2:9][CH2:10][CH:11]2[NH2:19])=[CH:6][CH:5]=1)([O-:3])=[O:2]. The yield is 0.200. (3) The reactants are [CH3:1][O:2][CH2:3][CH2:4][N:5]1[CH2:10][CH2:9][N:8]2[N:11]=[C:12]([N+:14]([O-])=O)[CH:13]=[C:7]2[CH2:6]1. The catalyst is CO.[Pd]. The product is [CH3:1][O:2][CH2:3][CH2:4][N:5]1[CH2:10][CH2:9][N:8]2[N:11]=[C:12]([NH2:14])[CH:13]=[C:7]2[CH2:6]1. The yield is 0.970. (4) The reactants are [CH3:1][C:2]1[C:7]([N+:8]([O-:10])=[O:9])=[CH:6][N:5]=[C:4]([NH2:11])[CH:3]=1.[C:12](OC(=O)C)(=[O:14])[CH3:13]. No catalyst specified. The product is [CH3:1][C:2]1[C:7]([N+:8]([O-:10])=[O:9])=[CH:6][N:5]=[C:4]([NH:11][C:12](=[O:14])[CH3:13])[CH:3]=1. The yield is 0.870. (5) The reactants are C[N:2]1[CH2:7][CH2:6][CH:5]([CH2:8][CH2:9]CCOC2C=C(C=CC=2)C=O)[CH2:4][CH2:3]1.[CH3:21][N:22]1[CH2:27][CH2:26][CH:25]([CH2:28][CH2:29][CH2:30][CH2:31][O:32][C:33]2[CH:34]=[C:35]([CH:38]=[CH:39][CH:40]=2)[C:36]#[N:37])[CH2:24][CH2:23]1.[CH3:41]C(C[AlH]CC(C)C)C.OS(O)(=O)=O.[OH-].[Na+].C(C(C(C([O-])=O)O)O)([O-])=O.[K+].[Na+].[CH2:69]([Cl:71])Cl. The catalyst is C1(C)C=CC=CC=1.CO. The product is [Cl:71][C:69]1[CH:3]=[CH:4][C:5]([C:6]2[N:37]=[C:36]([C:35]3[CH:34]=[C:33]([CH:40]=[CH:39][CH:38]=3)[O:32][CH2:31][CH2:30][CH2:29][CH2:28][CH:25]3[CH2:24][CH2:23][N:22]([CH3:21])[CH2:27][CH2:26]3)[NH:2][C:7]=2[CH3:41])=[CH:8][CH:9]=1. The yield is 0.660. (6) The reactants are C(O)(C(F)(F)F)=O.C(OC(=O)[NH:14][C@@H:15]([CH2:42][C:43]1[CH:48]=[CH:47][C:46]([Cl:49])=[CH:45][CH:44]=1)[C:16]([N:18]1[CH2:23][CH2:22][N:21]([C:24]2[C:25]3[N:34]=[C:33]([C:35]4[CH:40]=[CH:39][C:38]([F:41])=[CH:37][CH:36]=4)[CH:32]=[CH:31][C:26]=3[N:27]=[C:28]([NH2:30])[N:29]=2)[CH2:20][CH2:19]1)=[O:17])(C)(C)C. No catalyst specified. The product is [NH2:30][C:28]1[N:29]=[C:24]([N:21]2[CH2:20][CH2:19][N:18]([C:16](=[O:17])[C@@H:15]([NH2:14])[CH2:42][C:43]3[CH:48]=[CH:47][C:46]([Cl:49])=[CH:45][CH:44]=3)[CH2:23][CH2:22]2)[C:25]2[N:34]=[C:33]([C:35]3[CH:36]=[CH:37][C:38]([F:41])=[CH:39][CH:40]=3)[CH:32]=[CH:31][C:26]=2[N:27]=1. The yield is 0.360. (7) The reactants are C([O:8][C:9](=[O:42])[CH2:10][C@@H:11]([N:22]1[CH:26]=[CH:25][C:24]([C:27]2[CH:32]=[CH:31][C:30]([C:33]3[CH:38]=[CH:37][C:36]([C:39](=[O:41])[NH2:40])=[CH:35][CH:34]=3)=[CH:29][CH:28]=2)=[CH:23]1)[C:12]([NH:14][C@@:15]([CH3:21])(O)[C:16]([CH3:19])([CH3:18])[CH3:17])=[O:13])C1C=CC=CC=1.C[OH:44]. The catalyst is CCOC(C)=O. The product is [C:39]([C:36]1[CH:35]=[CH:34][C:33]([C:30]2[CH:31]=[CH:32][C:27]([C:24]3[CH:25]=[CH:26][N:22]([C@@H:11]([C:12]([NH:14][C@H:15]([CH2:21][OH:44])[C:16]([CH3:18])([CH3:17])[CH3:19])=[O:13])[CH2:10][C:9]([OH:8])=[O:42])[CH:23]=3)=[CH:28][CH:29]=2)=[CH:38][CH:37]=1)(=[O:41])[NH2:40]. The yield is 0.880. (8) The reactants are [C:1]1([CH2:7][CH2:8][CH2:9][CH:10]=[C:11]2[CH2:16][CH2:15][N:14]([CH2:17][C:18]3[CH:23]=[CH:22][CH:21]=[CH:20][CH:19]=3)[CH2:13][CH2:12]2)[CH:6]=[CH:5][CH:4]=[CH:3][CH:2]=1.B.O.S(=O)(=O)(O)[OH:27]. The product is [CH2:17]([N:14]1[CH2:13][CH2:12][CH:11]([C:10](=[O:27])[CH2:9][CH2:8][CH2:7][C:1]2[CH:2]=[CH:3][CH:4]=[CH:5][CH:6]=2)[CH2:16][CH2:15]1)[C:18]1[CH:23]=[CH:22][CH:21]=[CH:20][CH:19]=1. The catalyst is CCOCC.C1COCC1.C(OCC)(=O)C. The yield is 0.0300. (9) The reactants are Br[C:2]1[C:3]([CH3:13])=[C:4]2[C:9](=[C:10]([F:12])[CH:11]=1)[O:8][CH2:7][CH2:6][CH2:5]2.[B:14]1([B:14]2[O:18][C:17]([CH3:20])([CH3:19])[C:16]([CH3:22])([CH3:21])[O:15]2)[O:18][C:17]([CH3:20])([CH3:19])[C:16]([CH3:22])([CH3:21])[O:15]1.C([O-])(=O)C.[K+]. The catalyst is CN(C=O)C.C1C=CC(P([C]2[CH][CH][CH][CH]2)C2C=CC=CC=2)=CC=1.C1C=CC(P([C]2[CH][CH][CH][CH]2)C2C=CC=CC=2)=CC=1.Cl[Pd]Cl.[Fe]. The product is [F:12][C:10]1[CH:11]=[C:2]([B:14]2[O:18][C:17]([CH3:20])([CH3:19])[C:16]([CH3:22])([CH3:21])[O:15]2)[C:3]([CH3:13])=[C:4]2[C:9]=1[O:8][CH2:7][CH2:6][CH2:5]2. The yield is 0.910.